Task: Predict the reactants needed to synthesize the given product.. Dataset: Retrosynthesis with 50K atom-mapped reactions and 10 reaction types from USPTO (1) Given the product O=C(NCc1ccc(Cl)cc1Cl)c1ccc(Oc2ccc(F)cc2)nc1, predict the reactants needed to synthesize it. The reactants are: O=C(NCc1ccc(Cl)cc1Cl)c1ccc(F)nc1.Oc1ccc(F)cc1. (2) The reactants are: CC1CCCCC1N(Cc1ccc(C(=O)O)cc1)S(=O)(=O)c1ccc(Cl)cc1.C[C@@H](N)CO. Given the product CC1CCCCC1N(Cc1ccc(C(=O)N[C@H](C)CO)cc1)S(=O)(=O)c1ccc(Cl)cc1, predict the reactants needed to synthesize it. (3) Given the product Nc1ncccc1C(=O)NCc1ccc(Oc2cccc(F)c2)cc1, predict the reactants needed to synthesize it. The reactants are: NCc1ccc(Oc2cccc(F)c2)cc1.Nc1ncccc1C(=O)O. (4) Given the product COc1ccc(-c2ccccc2CCC(=O)N(NC(=O)c2ccccc2)C(C)C)cc1, predict the reactants needed to synthesize it. The reactants are: CC(C)N(NC(=O)c1ccccc1)C(=O)CCc1ccccc1Br.COc1ccc(B(O)O)cc1. (5) Given the product CS(=O)(=O)Nc1ccc(-n2c(C(=O)N3CCC(F)(F)CC3)cc3cc(C(=O)N4CCN(C5CCC5)CC4)ccc32)cc1, predict the reactants needed to synthesize it. The reactants are: CS(=O)(=O)Nc1ccc(B(O)O)cc1.O=C(c1ccc2[nH]c(C(=O)N3CCC(F)(F)CC3)cc2c1)N1CCN(C2CCC2)CC1. (6) Given the product CC[C@H](C)COS(=O)(=O)c1ccc(C)cc1, predict the reactants needed to synthesize it. The reactants are: CC[C@H](C)CO.Cc1ccc(S(=O)(=O)Cl)cc1.